Task: Predict which catalyst facilitates the given reaction.. Dataset: Catalyst prediction with 721,799 reactions and 888 catalyst types from USPTO (1) Reactant: [F:1][C:2]1[CH:3]=[C:4]([CH3:13])[C:5]([O:11][CH3:12])=[C:6]([CH:8]([OH:10])[CH3:9])[CH:7]=1.[Cr](Cl)([O-])(=O)=O.[NH+]1C=CC=CC=1.C(OCC)C. Product: [F:1][C:2]1[CH:3]=[C:4]([CH3:13])[C:5]([O:11][CH3:12])=[C:6]([C:8](=[O:10])[CH3:9])[CH:7]=1. The catalyst class is: 21. (2) Reactant: [CH:1]([C:4]1[CH:5]=[CH:6][C:7]([O:27][CH3:28])=[C:8]([C:10]2[CH:15]=[CH:14][C:13]([C:16]([F:19])([F:18])[F:17])=[CH:12][C:11]=2[C@@H:20]2[O:24][C:23](=[O:25])[NH:22][C@H:21]2[CH3:26])[CH:9]=1)([CH3:3])[CH3:2].[H-].[Na+].[F:31][C:32]([F:46])([F:45])[C:33]1[CH:34]=[C:35]([CH:38]=[C:39]([C:41]([F:44])([F:43])[F:42])[CH:40]=1)[CH2:36]Br. The catalyst class is: 173. Product: [F:31][C:32]([F:45])([F:46])[C:33]1[CH:34]=[C:35]([CH:38]=[C:39]([C:41]([F:44])([F:42])[F:43])[CH:40]=1)[CH2:36][N:22]1[C@@H:21]([CH3:26])[C@H:20]([C:11]2[CH:12]=[C:13]([C:16]([F:17])([F:18])[F:19])[CH:14]=[CH:15][C:10]=2[C:8]2[CH:9]=[C:4]([CH:1]([CH3:3])[CH3:2])[CH:5]=[CH:6][C:7]=2[O:27][CH3:28])[O:24][C:23]1=[O:25]. (3) Reactant: [C:1]1([C:7]2[NH:8][C:9]3[CH:15]=[CH:14][CH:13]=[CH:12][C:10]=3[N:11]=2)[CH:6]=[CH:5][CH:4]=[CH:3][CH:2]=1.C([O-])([O-])=O.[K+].[K+].[Cl:22][CH2:23][CH2:24][CH2:25][CH2:26]I.O. Product: [Cl:22][CH2:23][CH2:24][CH2:25][CH2:26][N:11]1[C:10]2[CH:12]=[CH:13][CH:14]=[CH:15][C:9]=2[N:8]=[C:7]1[C:1]1[CH:2]=[CH:3][CH:4]=[CH:5][CH:6]=1. The catalyst class is: 9. (4) Reactant: O[C@@H:2]1[CH2:6][CH2:5][N:4]([C:7](/[N:9]=[C:10]2\[S:11][C:12]([CH3:29])=[CH:13][N:14]\2[C:15]2[CH:28]=[CH:27][C:18]3[O:19][C:20]([F:26])([F:25])[C:21]([F:24])([F:23])OC=3[CH:16]=2)=[O:8])[CH2:3]1.COCCN(S(F)(F)[F:40])CCOC.[C:43](=[O:46])(O)[O-].[Na+]. Product: [F:40][C@H:2]1[CH2:6][CH2:5][N:4]([C:7](/[N:9]=[C:10]2\[S:11][C:12]([CH3:29])=[CH:13][N:14]\2[C:15]2[CH:28]=[CH:27][C:18]3[O:19][C:20]([F:26])([F:25])[C:21]([F:24])([F:23])[O:46][C:43]=3[CH:16]=2)=[O:8])[CH2:3]1. The catalyst class is: 2. (5) Reactant: Cl[C:2]([O:4][CH2:5][C:6]1[CH:11]=[CH:10][CH:9]=[CH:8][CH:7]=1)=[O:3].[F:12][C:13]1[CH:14]=[C:15]([CH2:19][CH2:20][NH:21][CH2:22][CH2:23][C:24]([O:26][C:27]([CH3:30])([CH3:29])[CH3:28])=[O:25])[CH:16]=[CH:17][CH:18]=1.C(N(CC)CC)C. Product: [CH2:5]([O:4][C:2]([N:21]([CH2:20][CH2:19][C:15]1[CH:16]=[CH:17][CH:18]=[C:13]([F:12])[CH:14]=1)[CH2:22][CH2:23][C:24]([O:26][C:27]([CH3:30])([CH3:28])[CH3:29])=[O:25])=[O:3])[C:6]1[CH:11]=[CH:10][CH:9]=[CH:8][CH:7]=1. The catalyst class is: 4. (6) Reactant: [C:1]([N:8]1[CH2:13][CH2:12][NH:11][CH2:10][CH2:9]1)([O:3][C:4]([CH3:7])([CH3:6])[CH3:5])=[O:2].C(N(CC)CC)C.[F:21][C:22]1[CH:27]=[CH:26][C:25]([S:28](Cl)(=[O:30])=[O:29])=[CH:24][CH:23]=1. Product: [C:4]([O:3][C:1]([N:8]1[CH2:9][CH2:10][N:11]([S:28]([C:25]2[CH:26]=[CH:27][C:22]([F:21])=[CH:23][CH:24]=2)(=[O:30])=[O:29])[CH2:12][CH2:13]1)=[O:2])([CH3:7])([CH3:6])[CH3:5]. The catalyst class is: 2. (7) Reactant: [CH3:1][N:2]1[CH:6]=[C:5](/[CH:7]=[CH:8]/[C:9]([O:11][CH2:12][CH3:13])=[O:10])[N:4]=[CH:3]1. Product: [CH3:1][N:2]1[CH:6]=[C:5]([CH2:7][CH2:8][C:9]([O:11][CH2:12][CH3:13])=[O:10])[N:4]=[CH:3]1. The catalyst class is: 312.